This data is from hERG Central: cardiac toxicity at 1µM, 10µM, and general inhibition. The task is: Predict hERG channel inhibition at various concentrations. The drug is CCN(CC)C(CNC(=O)CSc1nnnn1-c1ccc(C)c(C)c1)c1ccco1. Results: hERG_inhib (hERG inhibition (general)): blocker.